Dataset: Reaction yield outcomes from USPTO patents with 853,638 reactions. Task: Predict the reaction yield, written as a fraction of the theoretical maximum amount of product (1.0 means a 100% yield; for example, 0.34 means a 34% yield). (1) The reactants are Cl.C([CH2:4][C:5]([NH2:7])=[O:6])C.[CH2:8](N(CC)CC)[CH3:9].[C:15](Cl)(=[O:22])[C:16]1[CH:21]=[CH:20][CH:19]=[CH:18][CH:17]=1. The catalyst is ClCCl. The product is [CH2:8]([O:6][C:5](=[N:7][C:15](=[O:22])[C:16]1[CH:21]=[CH:20][CH:19]=[CH:18][CH:17]=1)[CH3:4])[CH3:9]. The yield is 0.860. (2) The reactants are [NH2:1][C@H:2]1[CH2:7][CH2:6][N:5]([C:8]2[S:9][C:10]([C:13]([O:15][CH2:16][CH3:17])=[O:14])=[CH:11][N:12]=2)[CH2:4][C@H:3]1[O:18][CH3:19].[Cl:20][C:21]1[N:22]=[C:23]([C:28](O)=[O:29])[NH:24][C:25]=1[CH2:26][CH3:27].CCN=C=NCCCN(C)C.Cl. The catalyst is CN(C1C=CN=CC=1)C. The product is [Cl:20][C:21]1[N:22]=[C:23]([C:28]([NH:1][C@H:2]2[CH2:7][CH2:6][N:5]([C:8]3[S:9][C:10]([C:13]([O:15][CH2:16][CH3:17])=[O:14])=[CH:11][N:12]=3)[CH2:4][C@H:3]2[O:18][CH3:19])=[O:29])[NH:24][C:25]=1[CH2:26][CH3:27]. The yield is 0.710. (3) The reactants are [Li+].CC([N-]C(C)C)C.[Br:9][C:10]1[CH:15]=[CH:14][C:13]([CH2:16][CH2:17][CH:18]2[CH2:23][CH2:22][CH:21]([CH2:24][CH2:25][CH3:26])[CH2:20][CH2:19]2)=[C:12]([F:27])[CH:11]=1.CN([CH:31]=[O:32])C. The catalyst is C1COCC1. The product is [Br:9][C:10]1[C:11]([CH:31]=[O:32])=[C:12]([F:27])[C:13]([CH2:16][CH2:17][CH:18]2[CH2:23][CH2:22][CH:21]([CH2:24][CH2:25][CH3:26])[CH2:20][CH2:19]2)=[CH:14][CH:15]=1. The yield is 0.631. (4) The reactants are C([O:3][C:4](=[O:29])[C:5]1[CH:10]=[C:9]([C:11]2[C:20]3[C:15](=[CH:16][CH:17]=[C:18]([C:21]4[CH:22]=[N:23][C:24]([O:27][CH3:28])=[CH:25][CH:26]=4)[CH:19]=3)[N:14]=[CH:13][N:12]=2)[CH:8]=[N:7][CH:6]=1)C.O[Li].O. The catalyst is O1CCOCC1. The product is [CH3:28][O:27][C:24]1[N:23]=[CH:22][C:21]([C:18]2[CH:19]=[C:20]3[C:15](=[CH:16][CH:17]=2)[N:14]=[CH:13][N:12]=[C:11]3[C:9]2[CH:8]=[N:7][CH:6]=[C:5]([CH:10]=2)[C:4]([OH:29])=[O:3])=[CH:26][CH:25]=1. The yield is 0.720. (5) The reactants are BrC1C(N2CCN(CC3C=NC=CC=3)CC2)=C2N=C(C3C=CC(CN)=CC=3)NC2=NC=1.[Cl:32][C:33]1[C:34]([N:61]2[CH2:66][CH2:65][N:64]([CH2:67][C:68]3[CH:69]=[N:70][CH:71]=[CH:72][CH:73]=3)[CH2:63][CH2:62]2)=[C:35]2[N:41]=[C:40]([C:42]3[CH:47]=[CH:46][C:45]([N:48]4[CH2:53][CH2:52][N:51](C(OC(C)(C)C)=O)[CH2:50][CH2:49]4)=[CH:44][CH:43]=3)[NH:39][C:36]2=[N:37][CH:38]=1.C(O)(C(F)(F)F)=O. The catalyst is C(Cl)Cl. The product is [Cl:32][C:33]1[C:34]([N:61]2[CH2:62][CH2:63][N:64]([CH2:67][C:68]3[CH:69]=[N:70][CH:71]=[CH:72][CH:73]=3)[CH2:65][CH2:66]2)=[C:35]2[N:41]=[C:40]([C:42]3[CH:43]=[CH:44][C:45]([N:48]4[CH2:53][CH2:52][NH:51][CH2:50][CH2:49]4)=[CH:46][CH:47]=3)[NH:39][C:36]2=[N:37][CH:38]=1. The yield is 0.490. (6) The reactants are [CH3:1][O:2][C@H:3]1[C@H:8]([NH:9][C:10](=[O:16])[O:11][C:12]([CH3:15])([CH3:14])[CH3:13])[CH:7]=[C:6]([C:17]2[CH:22]=[CH:21][N:20]=[CH:19][C:18]=2[N+:23]([O-])=O)[CH2:5][C@@H:4]1[CH3:26]. The catalyst is CCO.[Pd]. The product is [NH2:23][C:18]1[CH:19]=[N:20][CH:21]=[CH:22][C:17]=1[C@@H:6]1[CH2:7][C@H:8]([NH:9][C:10](=[O:16])[O:11][C:12]([CH3:13])([CH3:14])[CH3:15])[C@@H:3]([O:2][CH3:1])[C@H:4]([CH3:26])[CH2:5]1.[NH2:23][C:18]1[CH:19]=[N:20][CH:21]=[CH:22][C:17]=1[C@H:6]1[CH2:7][C@@H:8]([NH:9][C:10](=[O:16])[O:11][C:12]([CH3:13])([CH3:14])[CH3:15])[C@H:3]([O:2][CH3:1])[C@@H:4]([CH3:26])[CH2:5]1. The yield is 0.150. (7) The reactants are Cl[C:2]1[C:7]([CH:8]([O:13][C:14]([CH3:17])([CH3:16])[CH3:15])[C:9]([O:11][CH3:12])=[O:10])=[C:6]([CH3:18])[N:5]=[C:4]2[S:19][C:20]3[CH2:25][CH2:24][CH2:23][CH2:22][C:21]=3[C:3]=12.C(=O)([O-])[O-].[K+].[K+].[C:32]1([CH3:41])[CH:37]=[CH:36][C:35](B(O)O)=[CH:34][CH:33]=1.C(OCC)(=O)C. The catalyst is COCCOC.O.C1C=CC([P]([Pd]([P](C2C=CC=CC=2)(C2C=CC=CC=2)C2C=CC=CC=2)([P](C2C=CC=CC=2)(C2C=CC=CC=2)C2C=CC=CC=2)[P](C2C=CC=CC=2)(C2C=CC=CC=2)C2C=CC=CC=2)(C2C=CC=CC=2)C2C=CC=CC=2)=CC=1. The product is [CH3:18][C:6]1[N:5]=[C:4]2[S:19][C:20]3[CH2:25][CH2:24][CH2:23][CH2:22][C:21]=3[C:3]2=[C:2]([C:35]2[CH:36]=[CH:37][C:32]([CH3:41])=[CH:33][CH:34]=2)[C:7]=1[CH:8]([O:13][C:14]([CH3:17])([CH3:16])[CH3:15])[C:9]([O:11][CH3:12])=[O:10]. The yield is 0.440. (8) The reactants are C[O:2][C:3](=[O:28])[CH:4]([NH:16][C:17]([CH3:27])=[CH:18][C:19](=[O:26])[C:20]1[CH:21]=[N:22][CH:23]=[CH:24][CH:25]=1)[CH2:5][C:6]1[CH:11]=[CH:10][C:9]([O:12][CH2:13][CH2:14]Br)=[CH:8][CH:7]=1.[CH:29]1[C:41]2[NH:40][C:39]3[C:34](=[CH:35][CH:36]=[CH:37][CH:38]=3)[C:33]=2[CH:32]=[CH:31][CH:30]=1.[OH-].[Na+]. The catalyst is C1C=CC=CC=1.[Br-].C([N+](CCCC)(CCCC)CCCC)CCC. The product is [CH3:27][C:17]([NH:16][CH:4]([CH2:5][C:6]1[CH:11]=[CH:10][C:9]([O:12][CH2:13][CH2:14][C:38]2[C:39]3[NH:40][C:41]4[C:33](=[CH:32][CH:31]=[CH:30][CH:29]=4)[C:34]=3[CH:35]=[CH:36][CH:37]=2)=[CH:8][CH:7]=1)[C:3]([OH:2])=[O:28])=[CH:18][C:19](=[O:26])[C:20]1[CH:21]=[N:22][CH:23]=[CH:24][CH:25]=1. The yield is 0.160.